From a dataset of Full USPTO retrosynthesis dataset with 1.9M reactions from patents (1976-2016). Predict the reactants needed to synthesize the given product. (1) The reactants are: [F-:1].C([N+](CCCC)(CCCC)CCCC)CCC.O1CCCC1.Br[CH2:25][C:26]1[C:37]([C:38]#[N:39])=[C:30]2[N:31]=[C:32]([CH:34]3[CH2:36][CH2:35]3)[O:33][C:29]2=[C:28]([F:40])[C:27]=1[C:41]1[CH:46]=[CH:45][CH:44]=[CH:43][CH:42]=1. Given the product [CH:34]1([C:32]2[O:33][C:29]3[C:30](=[C:37]([C:38]#[N:39])[C:26]([CH2:25][F:1])=[C:27]([C:41]4[CH:46]=[CH:45][CH:44]=[CH:43][CH:42]=4)[C:28]=3[F:40])[N:31]=2)[CH2:36][CH2:35]1, predict the reactants needed to synthesize it. (2) Given the product [O:4]=[C:3]1[NH:29][C:24]2[CH:25]=[CH:26][CH:27]=[CH:28][C:23]=2[C:22](=[O:30])[N:21]([CH2:20][C@H:17]2[CH2:18][CH2:19][C@H:14]([C:12]([OH:13])=[O:11])[CH2:15][CH2:16]2)[CH2:2]1, predict the reactants needed to synthesize it. The reactants are: Cl[CH2:2][C:3](Cl)=[O:4].C(O)(=O)C.C[O:11][C:12]([C@H:14]1[CH2:19][CH2:18][C@H:17]([CH2:20][NH:21][C:22](=[O:30])[C:23]2[CH:28]=[CH:27][CH:26]=[CH:25][C:24]=2[NH2:29])[CH2:16][CH2:15]1)=[O:13].Cl.[H-].[Na+].[Cl-].[NH4+]. (3) The reactants are: C(OC(=O)[NH:7][C@@H:8]([CH2:28][C:29]1[CH:34]=[CH:33][CH:32]=[CH:31][CH:30]=1)[C@@H:9]([OH:27])[CH2:10][C@H:11]([C:17](=[O:26])[NH:18][CH:19]1[CH2:24][CH:23]2[CH2:25][CH:20]1[CH2:21][CH2:22]2)[CH2:12][CH2:13][CH:14]([CH3:16])[CH3:15])(C)(C)C.C12CC(CC1)CC2NC(=O)[C@H](C)C[C@H](O)[C@@H](N)CC1C=CC=CC=1. Given the product [CH:20]12[CH2:25][CH:23]([CH2:22][CH2:21]1)[CH2:24][CH:19]2[NH:18][C:17](=[O:26])[C@H:11]([CH2:12][CH2:13][CH:14]([CH3:15])[CH3:16])[CH2:10][C@H:9]([OH:27])[C@@H:8]([NH2:7])[CH2:28][C:29]1[CH:34]=[CH:33][CH:32]=[CH:31][CH:30]=1, predict the reactants needed to synthesize it. (4) Given the product [CH2:1]([O:3][C:4]([C:6]1[C:7]([O:22][C:23](=[O:28])[C:24]([CH3:27])([CH3:26])[CH3:25])=[C:8]2[CH:14]=[CH:13][N:12]([CH2:15][C:16]3[CH:17]=[CH:18][CH:19]=[CH:20][CH:21]=3)[C:9]2=[CH:10][N:11]=1)=[O:5])[CH3:2], predict the reactants needed to synthesize it. The reactants are: [CH2:1]([O:3][C:4]([C:6]1[C:7]([OH:22])=[C:8]2[CH:14]=[CH:13][N:12]([CH2:15][C:16]3[CH:21]=[CH:20][CH:19]=[CH:18][CH:17]=3)[C:9]2=[CH:10][N:11]=1)=[O:5])[CH3:2].[C:23](Cl)(=[O:28])[C:24]([CH3:27])([CH3:26])[CH3:25].C(N(CC)CC)C. (5) The reactants are: [Br:1][C:2]1[CH:7]=[CH:6][C:5]([S:8](Cl)(=[O:10])=[O:9])=[C:4]([CH3:12])[CH:3]=1.[CH2:13]([N:15](C(C)C)[CH:16](C)C)[CH3:14].CNCC. Given the product [Br:1][C:2]1[CH:7]=[CH:6][C:5]([S:8]([N:15]([CH2:13][CH3:14])[CH3:16])(=[O:10])=[O:9])=[C:4]([CH3:12])[CH:3]=1, predict the reactants needed to synthesize it. (6) Given the product [CH2:1]([O:3][C:4](=[O:17])[C@@H:5]([O:14][CH2:15][CH3:16])[CH2:6][C:7]1[CH:8]=[CH:9][C:10]([O:13][CH2:32][CH2:31][CH2:30][O:29][C:28]2[CH:34]=[CH:35][C:25]([CH2:18][C:19]3[CH:24]=[CH:23][CH:22]=[CH:21][CH:20]=3)=[CH:26][CH:27]=2)=[CH:11][CH:12]=1)[CH3:2], predict the reactants needed to synthesize it. The reactants are: [CH2:1]([O:3][C:4](=[O:17])[C@@H:5]([O:14][CH2:15][CH3:16])[CH2:6][C:7]1[CH:12]=[CH:11][C:10]([OH:13])=[CH:9][CH:8]=1)[CH3:2].[CH2:18]([C:25]1[CH:35]=[CH:34][C:28]([O:29][CH2:30][CH2:31][CH2:32]Br)=[CH:27][CH:26]=1)[C:19]1[CH:24]=[CH:23][CH:22]=[CH:21][CH:20]=1.C(C1C=CC(O)=CC=1)C1C=CC=CC=1. (7) Given the product [Cl:39][C:40]1[CH:41]=[C:42]([NH:47][CH:6]2[CH2:7][CH2:8][N:9]([S:12]([C:15]3[C:16]([CH3:22])=[N:17][N:18]([CH3:21])[C:19]=3[CH3:20])(=[O:13])=[O:14])[CH2:10][CH2:11]2)[CH:43]=[CH:44][C:45]=1[Cl:46], predict the reactants needed to synthesize it. The reactants are: ClC1C=C(C=CC=1Cl)O[CH:6]1[CH2:11][CH2:10][N:9]([S:12]([C:15]2[C:16]([CH3:22])=[N:17][N:18]([CH3:21])[C:19]=2[CH3:20])(=[O:14])=[O:13])[CH2:8][CH2:7]1.CN1C(C)=C(S(Cl)(=O)=O)C(C)=N1.[Cl:39][C:40]1[CH:41]=[C:42]([NH:47]C2CCNCC2)[CH:43]=[CH:44][C:45]=1[Cl:46]. (8) Given the product [NH2:13][C:10]1[CH:11]=[CH:12][C:6]2[N:5]=[C:4]([C:23]3[CH:24]=[C:25]([CH:26]=[CH:27][CH:28]=3)[C:39]#[N:41])[CH2:3][C:2](=[O:1])[NH:8][C:7]=2[CH:9]=1, predict the reactants needed to synthesize it. The reactants are: [O:1]=[C:2]1[NH:8][C:7]2[CH:9]=[C:10]([NH:13]C(NC3C=CC=CC=3)=O)[CH:11]=[CH:12][C:6]=2[N:5]=[C:4]([C:23]2[CH:28]=[CH:27][CH:26]=[C:25](B3OC(C)(C)C(C)(C)O3)[CH:24]=2)[CH2:3]1.C[C:39]([N:41](C)C)=O. (9) The reactants are: O[CH:2]=[C:3]1[C:11]2[C:6](=[CH:7][C:8]([C:12]([C:14]3[CH:15]=[C:16]([NH:20][C:21](=[O:23])[CH3:22])[CH:17]=[CH:18][CH:19]=3)=[O:13])=[CH:9][CH:10]=2)[NH:5][C:4]1=[O:24].[NH2:25][C:26]1[CH:27]=[C:28]([OH:32])[CH:29]=[CH:30][CH:31]=1. Given the product [OH:32][C:28]1[CH:27]=[C:26]([NH:25][CH:2]=[C:3]2[C:11]3[C:6](=[CH:7][C:8]([C:12]([C:14]4[CH:15]=[C:16]([NH:20][C:21](=[O:23])[CH3:22])[CH:17]=[CH:18][CH:19]=4)=[O:13])=[CH:9][CH:10]=3)[NH:5][C:4]2=[O:24])[CH:31]=[CH:30][CH:29]=1, predict the reactants needed to synthesize it. (10) The reactants are: [Mg].II.Br[C:5]1[CH:10]=[CH:9][C:8]([F:11])=[CH:7][C:6]=1[CH3:12].C[O:14][C:15]1[CH:20]=[CH:19][N:18]=[CH:17][CH:16]=1.[C:21]([O:25][C:26](O[C:26]([O:25][C:21]([CH3:24])([CH3:23])[CH3:22])=[O:27])=[O:27])([CH3:24])([CH3:23])[CH3:22].C(O)(=O)CC(CC(O)=O)(C(O)=O)O. Given the product [C:21]([O:25][C:26]([N:18]1[CH:19]=[CH:20][C:15](=[O:14])[CH2:16][CH:17]1[C:5]1[CH:10]=[CH:9][C:8]([F:11])=[CH:7][C:6]=1[CH3:12])=[O:27])([CH3:24])([CH3:23])[CH3:22], predict the reactants needed to synthesize it.